The task is: Predict the product of the given reaction.. This data is from Forward reaction prediction with 1.9M reactions from USPTO patents (1976-2016). Given the reactants [F:1][C:2]([F:25])([F:24])[C:3]1[CH:23]=[CH:22][C:6]([O:7][CH:8]([C:12]2[CH:17]=[CH:16][CH:15]=[C:14]([C:18]([F:21])([F:20])[F:19])[CH:13]=2)[C:9]([OH:11])=[O:10])=[CH:5][CH:4]=1.S(Cl)(Cl)=O.[C:30]([NH:33][CH2:34][CH2:35]O)(=[O:32])[CH3:31], predict the reaction product. The product is: [C:30]([NH:33][CH2:34][CH2:35][O:10][C:9](=[O:11])[CH:8]([O:7][C:6]1[CH:5]=[CH:4][C:3]([C:2]([F:24])([F:25])[F:1])=[CH:23][CH:22]=1)[C:12]1[CH:17]=[CH:16][CH:15]=[C:14]([C:18]([F:19])([F:20])[F:21])[CH:13]=1)(=[O:32])[CH3:31].